From a dataset of NCI-60 drug combinations with 297,098 pairs across 59 cell lines. Regression. Given two drug SMILES strings and cell line genomic features, predict the synergy score measuring deviation from expected non-interaction effect. (1) Drug 1: CC1OCC2C(O1)C(C(C(O2)OC3C4COC(=O)C4C(C5=CC6=C(C=C35)OCO6)C7=CC(=C(C(=C7)OC)O)OC)O)O. Drug 2: CCCS(=O)(=O)NC1=C(C(=C(C=C1)F)C(=O)C2=CNC3=C2C=C(C=N3)C4=CC=C(C=C4)Cl)F. Cell line: 786-0. Synergy scores: CSS=17.4, Synergy_ZIP=-9.71, Synergy_Bliss=-3.19, Synergy_Loewe=-10.4, Synergy_HSA=-2.16. (2) Drug 1: CC(CN1CC(=O)NC(=O)C1)N2CC(=O)NC(=O)C2. Drug 2: CC1CCC2CC(C(=CC=CC=CC(CC(C(=O)C(C(C(=CC(C(=O)CC(OC(=O)C3CCCCN3C(=O)C(=O)C1(O2)O)C(C)CC4CCC(C(C4)OC)OCCO)C)C)O)OC)C)C)C)OC. Cell line: SNB-75. Synergy scores: CSS=9.25, Synergy_ZIP=-1.01, Synergy_Bliss=-0.835, Synergy_Loewe=-2.80, Synergy_HSA=0.374.